Predict the product of the given reaction. From a dataset of Forward reaction prediction with 1.9M reactions from USPTO patents (1976-2016). Given the reactants [C:1]([O:4][CH:5]1[O:22][C@@H:21]([CH3:23])[C@H:16]([O:17][C:18](=[O:20])[CH3:19])[C@@H:11]([O:12][C:13](=[O:15])[CH3:14])[C@H:6]1[O:7][C:8](=[O:10])[CH3:9])(=O)[CH3:2].Cl[CH2:25]Cl.B(F)(F)F.CCOCC.C(=O)([O-])[O-].[K+].[K+], predict the reaction product. The product is: [C:8]([O:7][C@@H:6]1[C@H:11]([O:12][C:13](=[O:15])[CH3:14])[C@@H:16]([O:17][C:18](=[O:20])[CH3:19])[C@H:21]([CH3:23])[O:22][C@H:5]1[O:4][CH2:1][C:2]#[CH:25])(=[O:10])[CH3:9].